Dataset: Forward reaction prediction with 1.9M reactions from USPTO patents (1976-2016). Task: Predict the product of the given reaction. (1) Given the reactants [BH4-].[Na+].[CH2:3]([O:5][C:6](=[O:28])[C:7]([C:9]1[C:18]([O:19][CH2:20][C:21]2[CH:26]=[CH:25][CH:24]=[CH:23][CH:22]=2)=[C:17]([Cl:27])[CH:16]=[C:15]2[C:10]=1[CH:11]=[CH:12][CH:13]=[N:14]2)=[O:8])[CH3:4], predict the reaction product. The product is: [CH2:3]([O:5][C:6](=[O:28])[CH:7]([C:9]1[C:18]([O:19][CH2:20][C:21]2[CH:26]=[CH:25][CH:24]=[CH:23][CH:22]=2)=[C:17]([Cl:27])[CH:16]=[C:15]2[C:10]=1[CH:11]=[CH:12][CH:13]=[N:14]2)[OH:8])[CH3:4]. (2) Given the reactants Br[C:2]1[CH:3]=[C:4]([N:8]2[CH2:14][CH:13]3[O:15][CH:10]([CH2:11][CH2:12]3)[CH2:9]2)[CH:5]=[CH:6][CH:7]=1.[B:16]1([B:16]2[O:20][C:19]([CH3:22])([CH3:21])[C:18]([CH3:24])([CH3:23])[O:17]2)[O:20][C:19]([CH3:22])([CH3:21])[C:18]([CH3:24])([CH3:23])[O:17]1.C(Cl)Cl.C([O-])(=O)C.[K+], predict the reaction product. The product is: [CH3:23][C:18]1([CH3:24])[C:19]([CH3:22])([CH3:21])[O:20][B:16]([C:2]2[CH:3]=[C:4]([N:8]3[CH2:14][CH:13]4[O:15][CH:10]([CH2:11][CH2:12]4)[CH2:9]3)[CH:5]=[CH:6][CH:7]=2)[O:17]1. (3) Given the reactants [CH2:1]([O:3][C:4]([CH2:6][O:7][C@@H:8]1[CH2:12][CH2:11][N:10](C(OC(C)(C)C)=O)[CH2:9]1)=[O:5])[CH3:2].[ClH:20], predict the reaction product. The product is: [ClH:20].[NH:10]1[CH2:11][CH2:12][C@@H:8]([O:7][CH2:6][C:4]([O:3][CH2:1][CH3:2])=[O:5])[CH2:9]1. (4) Given the reactants [OH:1][C:2]1[C:11](C=O)=[CH:10][C:9]2[C:4](=[CH:5][C:6]([OH:14])=[CH:7][CH:8]=2)[CH:3]=1.[OH:15][C:16]1C=CC2C(=CC(O)=CC=2)C=1, predict the reaction product. The product is: [OH:14][C:6]1[CH:7]=[CH:8][C:9]2[C:4](=[CH:3][C:2]([OH:1])=[CH:11][CH:10]=2)[C:5]=1[CH:16]=[O:15]. (5) Given the reactants [Br:1][C:2]1[CH:21]=[CH:20][CH:19]=[C:18]([N+:22]([O-])=O)[C:3]=1[O:4][CH2:5][C@H:6]([NH:10][C:11]([O:13][C:14]([CH3:17])([CH3:16])[CH3:15])=[O:12])[C:7]([OH:9])=[O:8].[NH4+].[Cl-], predict the reaction product. The product is: [NH2:22][C:18]1[CH:19]=[CH:20][CH:21]=[C:2]([Br:1])[C:3]=1[O:4][CH2:5][C@H:6]([NH:10][C:11]([O:13][C:14]([CH3:17])([CH3:15])[CH3:16])=[O:12])[C:7]([OH:9])=[O:8]. (6) Given the reactants I[C:2]1[C:10]2[C:5](=[CH:6][CH:7]=[CH:8][CH:9]=2)[N:4]([C:11]([O:13][C:14]([CH3:17])([CH3:16])[CH3:15])=[O:12])[C:3]=1[CH3:18].[B:19]1([B:19]2[O:23][C:22]([CH3:25])([CH3:24])[C:21]([CH3:27])([CH3:26])[O:20]2)[O:23][C:22]([CH3:25])([CH3:24])[C:21]([CH3:27])([CH3:26])[O:20]1.CCN(CC)CC.CC1N(C(OC(C)(C)C)=O)C2C(C=1)=CC=CC=2, predict the reaction product. The product is: [CH3:18][C:3]1[N:4]([C:11]([O:13][C:14]([CH3:17])([CH3:16])[CH3:15])=[O:12])[C:5]2[C:10]([C:2]=1[B:19]1[O:23][C:22]([CH3:25])([CH3:24])[C:21]([CH3:27])([CH3:26])[O:20]1)=[CH:9][CH:8]=[CH:7][CH:6]=2.